Dataset: NCI-60 drug combinations with 297,098 pairs across 59 cell lines. Task: Regression. Given two drug SMILES strings and cell line genomic features, predict the synergy score measuring deviation from expected non-interaction effect. (1) Drug 1: CN(C)C1=NC(=NC(=N1)N(C)C)N(C)C. Drug 2: C1CCC(C(C1)N)N.C(=O)(C(=O)[O-])[O-].[Pt+4]. Cell line: HCC-2998. Synergy scores: CSS=8.01, Synergy_ZIP=-4.25, Synergy_Bliss=-5.06, Synergy_Loewe=-46.2, Synergy_HSA=-9.19. (2) Drug 1: CN(C)C1=NC(=NC(=N1)N(C)C)N(C)C. Drug 2: CC1=C(N=C(N=C1N)C(CC(=O)N)NCC(C(=O)N)N)C(=O)NC(C(C2=CN=CN2)OC3C(C(C(C(O3)CO)O)O)OC4C(C(C(C(O4)CO)O)OC(=O)N)O)C(=O)NC(C)C(C(C)C(=O)NC(C(C)O)C(=O)NCCC5=NC(=CS5)C6=NC(=CS6)C(=O)NCCC[S+](C)C)O. Cell line: ACHN. Synergy scores: CSS=49.5, Synergy_ZIP=2.16, Synergy_Bliss=1.72, Synergy_Loewe=-60.7, Synergy_HSA=-1.11. (3) Drug 1: C1=C(C(=O)NC(=O)N1)N(CCCl)CCCl. Drug 2: CCC(=C(C1=CC=CC=C1)C2=CC=C(C=C2)OCCN(C)C)C3=CC=CC=C3.C(C(=O)O)C(CC(=O)O)(C(=O)O)O. Cell line: NCIH23. Synergy scores: CSS=17.6, Synergy_ZIP=-1.13, Synergy_Bliss=-2.42, Synergy_Loewe=-6.02, Synergy_HSA=-2.65. (4) Drug 2: C1=CC=C(C=C1)NC(=O)CCCCCCC(=O)NO. Drug 1: C1=CN(C(=O)N=C1N)C2C(C(C(O2)CO)O)O.Cl. Synergy scores: CSS=22.9, Synergy_ZIP=-3.09, Synergy_Bliss=1.57, Synergy_Loewe=-3.64, Synergy_HSA=0.542. Cell line: MDA-MB-435. (5) Drug 1: C1=CC(=CC=C1CCC2=CNC3=C2C(=O)NC(=N3)N)C(=O)NC(CCC(=O)O)C(=O)O. Drug 2: CC(CN1CC(=O)NC(=O)C1)N2CC(=O)NC(=O)C2. Cell line: OVCAR3. Synergy scores: CSS=33.0, Synergy_ZIP=-11.9, Synergy_Bliss=-10.8, Synergy_Loewe=-10.6, Synergy_HSA=-7.31. (6) Drug 1: CC1=C2C(C(=O)C3(C(CC4C(C3C(C(C2(C)C)(CC1OC(=O)C(C(C5=CC=CC=C5)NC(=O)OC(C)(C)C)O)O)OC(=O)C6=CC=CC=C6)(CO4)OC(=O)C)O)C)O. Drug 2: CC1C(C(CC(O1)OC2CC(CC3=C2C(=C4C(=C3O)C(=O)C5=C(C4=O)C(=CC=C5)OC)O)(C(=O)CO)O)N)O.Cl. Cell line: RXF 393. Synergy scores: CSS=26.7, Synergy_ZIP=-5.08, Synergy_Bliss=-1.57, Synergy_Loewe=0.0674, Synergy_HSA=0.875.